Dataset: Forward reaction prediction with 1.9M reactions from USPTO patents (1976-2016). Task: Predict the product of the given reaction. (1) Given the reactants [N:1]([C:4]1[CH:14]=[C:13]([CH3:15])[C:7]2[N:8]([CH3:12])[C:9]([CH3:11])=[N:10][C:6]=2[CH:5]=1)=[N+]=[N-].[ClH:16].C(CCP(CCC(O)=O)CCC(O)=O)(O)=O, predict the reaction product. The product is: [ClH:16].[CH3:12][N:8]1[C:7]2[C:13]([CH3:15])=[CH:14][C:4]([NH2:1])=[CH:5][C:6]=2[N:10]=[C:9]1[CH3:11]. (2) The product is: [CH2:1]([O:3][C:4]([C:6]1[C:11](=[O:12])[N:10]2[N:13]=[C:14]([C:16](=[O:18])[NH:32][CH:29]3[CH2:30][CH2:31][N:26]([CH2:19][C:20]4[CH:25]=[CH:24][CH:23]=[CH:22][CH:21]=4)[CH2:27][CH2:28]3)[CH:15]=[C:9]2[NH:8][CH:7]=1)=[O:5])[CH3:2]. Given the reactants [CH2:1]([O:3][C:4]([C:6]1[C:11](=[O:12])[N:10]2[N:13]=[C:14]([C:16]([OH:18])=O)[CH:15]=[C:9]2[NH:8][CH:7]=1)=[O:5])[CH3:2].[CH2:19]([N:26]1[CH2:31][CH2:30][CH:29]([NH2:32])[CH2:28][CH2:27]1)[C:20]1[CH:25]=[CH:24][CH:23]=[CH:22][CH:21]=1, predict the reaction product.